This data is from Reaction yield outcomes from USPTO patents with 853,638 reactions. The task is: Predict the reaction yield, written as a fraction of the theoretical maximum amount of product (1.0 means a 100% yield; for example, 0.34 means a 34% yield). (1) The reactants are Br[C:2]1[S:6][N:5]=[CH:4][C:3]=1[N+:7]([O-:9])=[O:8].[F:10][C:11]([F:27])([F:26])[C@H:12]1[CH2:17][NH:16][CH2:15][C@@H:14]([NH:18][C:19](=[O:25])[O:20][C:21]([CH3:24])([CH3:23])[CH3:22])[CH2:13]1.CCN(C(C)C)C(C)C. The yield is 0.960. The product is [N+:7]([C:3]1[CH:4]=[N:5][S:6][C:2]=1[N:16]1[CH2:17][C@H:12]([C:11]([F:27])([F:26])[F:10])[CH2:13][C@H:14]([NH:18][C:19](=[O:25])[O:20][C:21]([CH3:23])([CH3:22])[CH3:24])[CH2:15]1)([O-:9])=[O:8]. The catalyst is CC(O)C. (2) The reactants are [CH3:1][N:2]([CH:28]([CH3:30])[CH3:29])[C:3]1[C:4]([C:17]2[O:18][CH:19]=[C:20](C3C=CC=CC=3)[CH:21]=2)=[N:5][C:6]2[C:11]([N:12]=1)=[CH:10][C:9]([C:13]([O:15]C)=[O:14])=[CH:8][CH:7]=2.[OH-].[Na+]. The catalyst is CO.O. The product is [CH3:1][N:2]([CH:28]([CH3:29])[CH3:30])[C:3]1[C:4]([C:17]2[O:18][C:19]([C:6]3[CH:11]=[CH:10][CH:9]=[CH:8][CH:7]=3)=[CH:20][CH:21]=2)=[N:5][C:6]2[C:11]([N:12]=1)=[CH:10][C:9]([C:13]([OH:15])=[O:14])=[CH:8][CH:7]=2. The yield is 0.830. (3) The reactants are [CH2:1]([O:5][C:6]1[CH:10]=[C:9]([CH2:11][CH2:12][S:13]([NH2:16])(=[O:15])=[O:14])[N:8]([CH2:17][C:18]2[CH:23]=[CH:22][C:21]([Cl:24])=[CH:20][C:19]=2[Cl:25])[N:7]=1)[CH2:2][CH2:3][CH3:4].C(N(CC)C(C)C)(C)C.Cl[C:36]([O:38][CH2:39][C:40]1[CH:45]=[CH:44][CH:43]=[CH:42][CH:41]=1)=[O:37]. The catalyst is CN(C)C1C=CN=CC=1.CN(C)C(=O)C. The product is [CH2:1]([O:5][C:6]1[CH:10]=[C:9]([CH2:11][CH2:12][S:13]([NH:16][C:36](=[O:37])[O:38][CH2:39][C:40]2[CH:45]=[CH:44][CH:43]=[CH:42][CH:41]=2)(=[O:14])=[O:15])[N:8]([CH2:17][C:18]2[CH:23]=[CH:22][C:21]([Cl:24])=[CH:20][C:19]=2[Cl:25])[N:7]=1)[CH2:2][CH2:3][CH3:4]. The yield is 0.330. (4) The catalyst is CN(C=O)C.O.CCOC(C)=O. The product is [Br:1][C:2]1[C:7]([CH2:8][O:9][Si:19]([C:16]([CH3:18])([CH3:17])[CH3:15])([CH3:21])[CH3:20])=[CH:6][CH:5]=[CH:4][N:3]=1. The reactants are [Br:1][C:2]1[C:7]([CH2:8][OH:9])=[CH:6][CH:5]=[CH:4][N:3]=1.N1C=CN=C1.[CH3:15][C:16]([Si:19](Cl)([CH3:21])[CH3:20])([CH3:18])[CH3:17]. The yield is 0.940. (5) The reactants are [CH2:1]([C:5]1[N:10]2[N:11]=[CH:12][N:13]=[C:9]2[N:8]([CH:14]2[CH2:23][CH2:22][C:17]3(OCC[O:18]3)[CH2:16][CH2:15]2)[C:7](=[O:24])[C:6]=1[CH2:25][C:26]1[CH:31]=[CH:30][C:29]([C:32]2[C:33]([C:38]#[N:39])=[CH:34][CH:35]=[CH:36][CH:37]=2)=[CH:28][C:27]=1[F:40])[CH2:2][CH2:3][CH3:4].Cl.[OH-].[Na+]. The catalyst is O1CCCC1. The yield is 0.990. The product is [CH2:1]([C:5]1[N:10]2[N:11]=[CH:12][N:13]=[C:9]2[N:8]([CH:14]2[CH2:23][CH2:22][C:17](=[O:18])[CH2:16][CH2:15]2)[C:7](=[O:24])[C:6]=1[CH2:25][C:26]1[CH:31]=[CH:30][C:29]([C:32]2[C:33]([C:38]#[N:39])=[CH:34][CH:35]=[CH:36][CH:37]=2)=[CH:28][C:27]=1[F:40])[CH2:2][CH2:3][CH3:4]. (6) The yield is 0.482. The product is [Cl:13][C:14]1[CH:21]=[C:20]([S:22]([CH3:25])(=[O:24])=[O:23])[CH:19]=[CH:18][C:11]=1[CH2:12][NH:8][C:1]([N:3]1[CH2:4][CH2:47][CH:42]([O:41][C:40]2[CH:39]=[CH:38][C:37]([Cl:35])=[CH:49][CH:48]=2)[CH2:6][CH2:7]1)=[O:2]. The reactants are [C:1]([N:8]1[CH:12]=[CH:11]N=C1)([N:3]1[CH:7]=[CH:6]N=[CH:4]1)=[O:2].[Cl:13][C:14]1[CH:21]=[C:20]([S:22]([CH3:25])(=[O:24])=[O:23])[CH:19]=[CH:18]C=1CN.C(N(C(C)C)CC)(C)C.[ClH:35].F[C:37]1[CH:49]=[CH:48][C:40]([O:41][CH:42]2[CH2:47]CNCC2)=[CH:39][CH:38]=1. No catalyst specified.